Dataset: Catalyst prediction with 721,799 reactions and 888 catalyst types from USPTO. Task: Predict which catalyst facilitates the given reaction. (1) Reactant: [C:1]([O:5][C:6](=[O:28])[NH:7][C@@H:8]([CH3:27])[CH2:9][N:10]1[C:18]2[C:13](=[CH:14][CH:15]=[C:16]([C:19]3[CH:24]=[CH:23][C:22]([O:25][CH3:26])=[CH:21][CH:20]=3)[CH:17]=2)[CH:12]=[CH:11]1)([CH3:4])([CH3:3])[CH3:2].C(Cl)Cl.[BH3-]C#N.[Na+]. Product: [C:1]([O:5][C:6](=[O:28])[NH:7][C@@H:8]([CH3:27])[CH2:9][N:10]1[C:18]2[C:13](=[CH:14][CH:15]=[C:16]([C:19]3[CH:24]=[CH:23][C:22]([O:25][CH3:26])=[CH:21][CH:20]=3)[CH:17]=2)[CH2:12][CH2:11]1)([CH3:4])([CH3:3])[CH3:2]. The catalyst class is: 342. (2) Reactant: [C:1](O)(=O)[CH2:2][CH2:3][CH2:4][CH2:5][CH2:6][CH2:7][C:8](O)=O.[C:13](O)(=O)[C:14]1C=CC=CC=1.[C:22](O)(=O)/C=C/C1C=CC=CC=1.[CH2:33]=CC1C=CC=CC=1.C(OC)(=O)C=CC1C=CC=CC=1.C1CCCCC=1.C(O)(=O)CCCCC(O)=O.C1CCCCCCC=1. Product: [CH2:1]=[CH:2][CH2:3][CH2:4][CH2:5][CH2:6][CH2:7][CH2:8][CH2:13][CH3:14].[CH2:1]=[CH:2][CH2:3][CH2:4][CH2:5][CH2:6][CH2:7][CH2:8][CH3:22].[CH3:1]/[CH:2]=[CH:3]/[CH2:4][CH2:5][CH2:6][CH2:7][CH2:8][CH3:33]. The catalyst class is: 6. (3) Reactant: CO[C:3]([C:5]1[N:6]=[C:7]([C:22]#[N:23])[C:8]2[C:13]([C:14]=1[OH:15])=[CH:12][CH:11]=[C:10]([C:16]1[CH:21]=[CH:20][CH:19]=[CH:18][CH:17]=1)[CH:9]=2)=[O:4].[NH2:24][CH2:25][CH2:26][C:27]([OH:29])=[O:28].C[O-].[Na+]. Product: [C:22]([C:7]1[C:8]2[C:13](=[CH:12][CH:11]=[C:10]([C:16]3[CH:21]=[CH:20][CH:19]=[CH:18][CH:17]=3)[CH:9]=2)[C:14]([OH:15])=[C:5]([C:3]([NH:24][CH2:25][CH2:26][C:27]([OH:29])=[O:28])=[O:4])[N:6]=1)#[N:23]. The catalyst class is: 141. (4) Reactant: [NH:1]1[CH:5]=[C:4]([C:6]2[CH:11]=[N:10][N:9]3[C:12]([C:15]4[CH:16]=[C:17]([NH:21][C:22]([NH:24][CH2:25][C:26]([F:29])([F:28])[F:27])=[O:23])[CH:18]=[CH:19][CH:20]=4)=[CH:13][N:14]=[C:8]3[CH:7]=2)[CH:3]=[N:2]1.[C:30](#[N:34])[CH:31]=[CH:32][CH3:33].N12CCCN=C1CCCCC2. Product: [C:30]([CH2:31][CH:32]([N:1]1[CH:5]=[C:4]([C:6]2[CH:11]=[N:10][N:9]3[C:12]([C:15]4[CH:16]=[C:17]([NH:21][C:22]([NH:24][CH2:25][C:26]([F:28])([F:27])[F:29])=[O:23])[CH:18]=[CH:19][CH:20]=4)=[CH:13][N:14]=[C:8]3[CH:7]=2)[CH:3]=[N:2]1)[CH3:33])#[N:34]. The catalyst class is: 382. (5) Reactant: [C:1]([OH:6])(=[O:5])[C:2]([CH3:4])=[CH2:3].C12(CS(O)(=O)=O)[C:14](C)(C)[CH:11](CC1)[CH2:10][C:8]2=[O:9]. Product: [C:1]([O:6][CH:14]1[CH2:11][CH2:10][CH2:8][O:9]1)(=[O:5])[C:2]([CH3:4])=[CH2:3]. The catalyst class is: 389. (6) Reactant: C1(C)C=CC(S(O[CH2:11][CH2:12][CH2:13][CH2:14][CH2:15][CH2:16][CH2:17][CH2:18][CH2:19][CH2:20][CH2:21][CH2:22][CH2:23][CH2:24][CH2:25][CH3:26])(=O)=O)=CC=1.[OH:28][CH:29]([CH2:45][CH2:46][CH2:47][CH2:48][CH2:49][CH3:50])[CH2:30][CH2:31][CH2:32][CH2:33][CH2:34][CH2:35][CH2:36][CH2:37][CH2:38][CH2:39][C:40]([O:42][CH2:43][CH3:44])=[O:41].C(=O)([O-])[O-].[K+].[K+].[I-].[Na+]. Product: [CH2:26]([O:28][CH:29]([CH2:45][CH2:46][CH2:47][CH2:48][CH2:49][CH3:50])[CH2:30][CH2:31][CH2:32][CH2:33][CH2:34][CH2:35][CH2:36][CH2:37][CH2:38][CH2:39][C:40]([O:42][CH2:43][CH3:44])=[O:41])[CH2:25][CH2:24][CH2:23][CH2:22][CH2:21][CH2:20][CH2:19][CH2:18][CH2:17][CH2:16][CH2:15][CH2:14][CH2:13][CH2:12][CH3:11]. The catalyst class is: 10. (7) Reactant: O.ClC1C(=O)C(C#N)=C(C#N)C(=O)C=1Cl.[C:16]([C:20]1[CH:25]=[CH:24][C:23](/[C:26](/[C:45]2[CH:50]=[CH:49][C:48]([O:51][CH:52]([F:54])[F:53])=[C:47]([O:55]CC3C=CC(OC)=CC=3)[N:46]=2)=[CH:27]\[C@@H:28]2[N:32](CC3C=CC(OC)=CC=3OC)[C:31](=[O:44])[CH2:30][CH2:29]2)=[CH:22][CH:21]=1)([CH3:19])([CH3:18])[CH3:17]. Product: [C:16]([C:20]1[CH:21]=[CH:22][C:23](/[C:26](/[C:45]2[NH:46][C:47](=[O:55])[C:48]([O:51][CH:52]([F:53])[F:54])=[CH:49][CH:50]=2)=[CH:27]\[C@H:28]2[CH2:29][CH2:30][C:31](=[O:44])[NH:32]2)=[CH:24][CH:25]=1)([CH3:19])([CH3:17])[CH3:18]. The catalyst class is: 22. (8) Reactant: Cl[CH2:2][C:3]1[C:4]([C:9]2[CH:14]=[CH:13][CH:12]=[CH:11][C:10]=2[O:15][CH3:16])=[N:5][CH:6]=[CH:7][CH:8]=1.[OH:17][C:18]1[C:19]([CH:26]=[O:27])=[CH:20][C:21]([O:24][CH3:25])=[N:22][CH:23]=1.C(=O)([O-])[O-].[K+].[K+]. Product: [CH3:25][O:24][C:21]1[CH:20]=[C:19]([CH:26]=[O:27])[C:18]([O:17][CH2:2][C:3]2[C:4]([C:9]3[CH:14]=[CH:13][CH:12]=[CH:11][C:10]=3[O:15][CH3:16])=[N:5][CH:6]=[CH:7][CH:8]=2)=[CH:23][N:22]=1. The catalyst class is: 23.